From a dataset of Peptide-MHC class I binding affinity with 185,985 pairs from IEDB/IMGT. Regression. Given a peptide amino acid sequence and an MHC pseudo amino acid sequence, predict their binding affinity value. This is MHC class I binding data. (1) The peptide sequence is VGNDMPGGY. The MHC is HLA-A23:01 with pseudo-sequence HLA-A23:01. The binding affinity (normalized) is 0.131. (2) The peptide sequence is VPPESVEAA. The MHC is HLA-A02:01 with pseudo-sequence HLA-A02:01. The binding affinity (normalized) is 0.0847.